Predict the reaction yield, written as a fraction of the theoretical maximum amount of product (1.0 means a 100% yield; for example, 0.34 means a 34% yield). From a dataset of Reaction yield outcomes from USPTO patents with 853,638 reactions. The reactants are [C:1]([O:5][C:6]([N:8]([CH2:15][C:16]1[CH:21]=[CH:20][C:19]([O:22][CH3:23])=[C:18]([O:24][CH3:25])[CH:17]=1)[CH2:9][C:10]([O:12]CC)=[O:11])=[O:7])([CH3:4])([CH3:3])[CH3:2].[OH-].[Li+].Cl. The catalyst is C1COCC1.CCOC(C)=O. The product is [C:1]([O:5][C:6]([N:8]([CH2:15][C:16]1[CH:21]=[CH:20][C:19]([O:22][CH3:23])=[C:18]([O:24][CH3:25])[CH:17]=1)[CH2:9][C:10]([OH:12])=[O:11])=[O:7])([CH3:4])([CH3:3])[CH3:2]. The yield is 0.970.